Predict the product of the given reaction. From a dataset of Forward reaction prediction with 1.9M reactions from USPTO patents (1976-2016). Given the reactants [OH-].[Na+].[NH2:3][C:4]1[C:5]2[C:12]([C:13]3[CH:14]=[N:15][C:16]4[C:21]([CH:22]=3)=[CH:20][CH:19]=[CH:18][CH:17]=4)=[C:11](Br)[N:10]([CH2:24][C@@H:25]([NH:29][C:30](=O)[O:31]C(C)(C)C)[CH2:26][CH:27]=[CH2:28])[C:6]=2[N:7]=[CH:8][N:9]=1.[CH2:37]1COC[CH2:38]1, predict the reaction product. The product is: [NH2:3][C:4]1[C:5]2[C:12]([C:13]3[CH:14]=[N:15][C:16]4[C:21]([CH:22]=3)=[CH:20][CH:19]=[CH:18][CH:17]=4)=[C:11]3[N:10]([C:6]=2[N:7]=[CH:8][N:9]=1)[CH2:24][C@@H:25]([NH:29][C:30](=[O:31])[CH:37]=[CH2:38])[CH:26]=[C:27]3[CH3:28].